Dataset: NCI-60 drug combinations with 297,098 pairs across 59 cell lines. Task: Regression. Given two drug SMILES strings and cell line genomic features, predict the synergy score measuring deviation from expected non-interaction effect. (1) Drug 1: CC(C1=C(C=CC(=C1Cl)F)Cl)OC2=C(N=CC(=C2)C3=CN(N=C3)C4CCNCC4)N. Drug 2: CCCS(=O)(=O)NC1=C(C(=C(C=C1)F)C(=O)C2=CNC3=C2C=C(C=N3)C4=CC=C(C=C4)Cl)F. Cell line: CAKI-1. Synergy scores: CSS=12.5, Synergy_ZIP=-8.14, Synergy_Bliss=-3.04, Synergy_Loewe=-2.95, Synergy_HSA=0.250. (2) Drug 1: C1CC(C1)(C(=O)O)C(=O)O.[NH2-].[NH2-].[Pt+2]. Drug 2: C1=CC=C(C=C1)NC(=O)CCCCCCC(=O)NO. Cell line: OVCAR-5. Synergy scores: CSS=5.84, Synergy_ZIP=-5.28, Synergy_Bliss=1.31, Synergy_Loewe=-24.7, Synergy_HSA=-3.46. (3) Drug 1: CCC1=CC2CC(C3=C(CN(C2)C1)C4=CC=CC=C4N3)(C5=C(C=C6C(=C5)C78CCN9C7C(C=CC9)(C(C(C8N6C)(C(=O)OC)O)OC(=O)C)CC)OC)C(=O)OC.C(C(C(=O)O)O)(C(=O)O)O. Drug 2: CCCCC(=O)OCC(=O)C1(CC(C2=C(C1)C(=C3C(=C2O)C(=O)C4=C(C3=O)C=CC=C4OC)O)OC5CC(C(C(O5)C)O)NC(=O)C(F)(F)F)O. Cell line: SF-539. Synergy scores: CSS=50.7, Synergy_ZIP=-1.70, Synergy_Bliss=-0.677, Synergy_Loewe=1.37, Synergy_HSA=1.21. (4) Drug 1: CCC1(CC2CC(C3=C(CCN(C2)C1)C4=CC=CC=C4N3)(C5=C(C=C6C(=C5)C78CCN9C7C(C=CC9)(C(C(C8N6C)(C(=O)OC)O)OC(=O)C)CC)OC)C(=O)OC)O.OS(=O)(=O)O. Drug 2: CC1=C2C(C(=O)C3(C(CC4C(C3C(C(C2(C)C)(CC1OC(=O)C(C(C5=CC=CC=C5)NC(=O)OC(C)(C)C)O)O)OC(=O)C6=CC=CC=C6)(CO4)OC(=O)C)O)C)O. Cell line: HS 578T. Synergy scores: CSS=9.27, Synergy_ZIP=2.63, Synergy_Bliss=6.32, Synergy_Loewe=4.80, Synergy_HSA=3.58. (5) Drug 1: CNC(=O)C1=NC=CC(=C1)OC2=CC=C(C=C2)NC(=O)NC3=CC(=C(C=C3)Cl)C(F)(F)F. Drug 2: CC(C)CN1C=NC2=C1C3=CC=CC=C3N=C2N. Cell line: NCIH23. Synergy scores: CSS=1.81, Synergy_ZIP=3.65, Synergy_Bliss=-0.223, Synergy_Loewe=0.963, Synergy_HSA=-4.27.